Dataset: Peptide-MHC class I binding affinity with 185,985 pairs from IEDB/IMGT. Task: Regression. Given a peptide amino acid sequence and an MHC pseudo amino acid sequence, predict their binding affinity value. This is MHC class I binding data. (1) The peptide sequence is QAEVEWKFY. The MHC is HLA-A01:01 with pseudo-sequence HLA-A01:01. The binding affinity (normalized) is 0.322. (2) The peptide sequence is APAKKAAAK. The MHC is HLA-A31:01 with pseudo-sequence HLA-A31:01. The binding affinity (normalized) is 0.0847. (3) The peptide sequence is TSACGIFLK. The MHC is HLA-B15:17 with pseudo-sequence HLA-B15:17. The binding affinity (normalized) is 0.0847. (4) The peptide sequence is LLLLGVVFALV. The MHC is HLA-A68:02 with pseudo-sequence HLA-A68:02. The binding affinity (normalized) is 0.181. (5) The peptide sequence is LYILGLFKF. The MHC is HLA-A30:01 with pseudo-sequence HLA-A30:01. The binding affinity (normalized) is 0.0847. (6) The peptide sequence is PRELIFQVW. The MHC is Mamu-B08 with pseudo-sequence Mamu-B08. The binding affinity (normalized) is 0.0984. (7) The peptide sequence is ISEDMHTDK. The MHC is HLA-A02:03 with pseudo-sequence HLA-A02:03. The binding affinity (normalized) is 0.0847. (8) The peptide sequence is AMLCNVSLV. The MHC is H-2-Db with pseudo-sequence H-2-Db. The binding affinity (normalized) is 0.720.